This data is from Full USPTO retrosynthesis dataset with 1.9M reactions from patents (1976-2016). The task is: Predict the reactants needed to synthesize the given product. The reactants are: [C:1]([O:5][C:6](=[O:14])[CH2:7]P(OC)(OC)=O)([CH3:4])([CH3:3])[CH3:2].[Li]CCCC.[Br:20][C:21]1[CH:22]=[C:23]([C:27](=O)[CH3:28])[CH:24]=[CH:25][CH:26]=1. Given the product [C:1]([O:5][C:6](=[O:14])/[CH:7]=[C:27](/[C:23]1[CH:24]=[CH:25][CH:26]=[C:21]([Br:20])[CH:22]=1)\[CH3:28])([CH3:4])([CH3:3])[CH3:2], predict the reactants needed to synthesize it.